Predict the reaction yield, written as a fraction of the theoretical maximum amount of product (1.0 means a 100% yield; for example, 0.34 means a 34% yield). From a dataset of Reaction yield outcomes from USPTO patents with 853,638 reactions. The reactants are [O-:1][C:2]#[N:3].[K+].Cl.[CH3:6][O:7][C:8](=[O:21])[C:9]1[C:10](=[C:15]([CH2:19][NH2:20])[CH:16]=[CH:17][CH:18]=1)[C:11]([O:13][CH3:14])=[O:12]. The catalyst is O. The yield is 0.700. The product is [CH3:6][O:7][C:8](=[O:21])[C:9]1[C:10](=[C:15]([CH2:19][NH:20][C:2]([NH2:3])=[O:1])[CH:16]=[CH:17][CH:18]=1)[C:11]([O:13][CH3:14])=[O:12].